From a dataset of Peptide-MHC class I binding affinity with 185,985 pairs from IEDB/IMGT. Regression. Given a peptide amino acid sequence and an MHC pseudo amino acid sequence, predict their binding affinity value. This is MHC class I binding data. (1) The peptide sequence is TYPVLEEMF. The MHC is HLA-A02:01 with pseudo-sequence HLA-A02:01. The binding affinity (normalized) is 0. (2) The peptide sequence is AVYGNIKHK. The MHC is HLA-B07:02 with pseudo-sequence HLA-B07:02. The binding affinity (normalized) is 0.